This data is from Forward reaction prediction with 1.9M reactions from USPTO patents (1976-2016). The task is: Predict the product of the given reaction. Given the reactants [NH:1]([C:8]([C@H:10]1[N:14]2[C:15](=[O:37])[C:16]([N:19]([CH2:30][C:31]3[CH:36]=[CH:35][CH:34]=[CH:33][CH:32]=3)[C:20](=[O:29])[O:21][CH2:22][C:23]3[CH:28]=[CH:27][CH:26]=[CH:25][CH:24]=3)=[CH:17][N:18]=[C:13]2[CH2:12][CH2:11]1)=[O:9])[C:2]1[CH:7]=[CH:6][CH:5]=[CH:4][CH:3]=1.[Li+].C[Si]([N-][Si](C)(C)C)(C)C.Br[CH2:49][C:50]([O:52][C:53]([CH3:56])([CH3:55])[CH3:54])=[O:51], predict the reaction product. The product is: [NH:1]([C:8]([C@H:10]1[N:14]2[C:15](=[O:37])[C:16]([N:19]([CH2:30][C:31]3[CH:32]=[CH:33][CH:34]=[CH:35][CH:36]=3)[C:20]([O:21][CH2:22][C:23]3[CH:24]=[CH:25][CH:26]=[CH:27][CH:28]=3)=[O:29])=[CH:17][N:18]=[C:13]2[C@@H:12]([CH2:49][C:50]([O:52][C:53]([CH3:56])([CH3:55])[CH3:54])=[O:51])[CH2:11]1)=[O:9])[C:2]1[CH:7]=[CH:6][CH:5]=[CH:4][CH:3]=1.